Predict the product of the given reaction. From a dataset of Forward reaction prediction with 1.9M reactions from USPTO patents (1976-2016). (1) The product is: [F:1][C:2]1[CH:3]=[CH:4][C:5]([CH:8]2[CH2:9][CH2:10][CH:11]([CH2:23][O:24][CH3:27])[N:12]2[S:13]([C:16]2[CH:17]=[CH:18][C:19]([CH3:22])=[CH:20][CH:21]=2)(=[O:15])=[O:14])=[CH:6][CH:7]=1. Given the reactants [F:1][C:2]1[CH:7]=[CH:6][C:5]([CH:8]2[N:12]([S:13]([C:16]3[CH:21]=[CH:20][C:19]([CH3:22])=[CH:18][CH:17]=3)(=[O:15])=[O:14])[CH:11]([CH2:23][OH:24])[CH2:10][CH2:9]2)=[CH:4][CH:3]=1.[H-].[Na+].[CH3:27]I, predict the reaction product. (2) Given the reactants [NH:1]1[CH2:6][CH2:5][CH:4]([NH:7][C:8]([C:10]2[C:11]([CH:16]=O)=[N:12][NH:13][C:14]=2[CH3:15])=[O:9])[CH2:3][CH2:2]1.CCO.[C:21]1([NH2:28])[CH:26]=[CH:25][CH:24]=[CH:23][C:22]=1[NH2:27].S(=O)(O)[O-].[Na+], predict the reaction product. The product is: [NH:1]1[CH2:6][CH2:5][CH:4]([NH:7][C:8]([C:10]2[C:11]([C:16]3[NH:28][C:21]4[CH:26]=[CH:25][CH:24]=[CH:23][C:22]=4[N:27]=3)=[N:12][NH:13][C:14]=2[CH3:15])=[O:9])[CH2:3][CH2:2]1. (3) Given the reactants C([Sn](CCCC)=O)CCC.[Cl:11][C:12]1[CH:13]=[C:14]2[C:20]([C:21]3[N:26]=[C:25]([NH:27][C@H:28]4[CH2:33][CH2:32][CH2:31][C@@H:30]([C:34]#[N:35])[CH2:29]4)[C:24]([F:36])=[CH:23][N:22]=3)=[CH:19][NH:18][C:15]2=[N:16][CH:17]=1.[N:37]([Si](C)(C)C)=[N+:38]=[N-:39], predict the reaction product. The product is: [NH:37]1[C:34]([C@@H:30]2[CH2:31][CH2:32][CH2:33][C@H:28]([NH:27][C:25]3[C:24]([F:36])=[CH:23][N:22]=[C:21]([C:20]4[C:14]5[C:15](=[N:16][CH:17]=[C:12]([Cl:11])[CH:13]=5)[NH:18][CH:19]=4)[N:26]=3)[CH2:29]2)=[N:35][N:39]=[N:38]1. (4) Given the reactants Cl[C:2]1[N:10]=[C:9]([Cl:11])[CH:8]=[CH:7][C:3]=1[C:4]([NH2:6])=[O:5].[OH:12][C:13]1[CH:27]=[CH:26][C:16]([O:17][C:18]2[CH:19]=[C:20]([CH:23]=[CH:24][CH:25]=2)[C:21]#[N:22])=[CH:15][CH:14]=1.C(=O)([O-])[O-].[Cs+].[Cs+], predict the reaction product. The product is: [Cl:11][C:9]1[CH:8]=[CH:7][C:3]([C:4]([NH2:6])=[O:5])=[C:2]([O:12][C:13]2[CH:27]=[CH:26][C:16]([O:17][C:18]3[CH:25]=[CH:24][CH:23]=[C:20]([C:21]#[N:22])[CH:19]=3)=[CH:15][CH:14]=2)[N:10]=1. (5) Given the reactants [CH:1]1([N:8]2[C:11](=[O:12])[C:10]([CH3:14])([CH3:13])[NH:9]2)[CH2:7][CH2:6][CH2:5][CH2:4][CH2:3][CH2:2]1.[Cl:15][C:16]1[C:23]([Cl:24])=[CH:22][CH:21]=[CH:20][C:17]=1[CH2:18]Br, predict the reaction product. The product is: [CH:1]1([N:8]2[C:11](=[O:12])[C:10]([CH3:14])([CH3:13])[N:9]2[CH2:18][C:17]2[CH:20]=[CH:21][CH:22]=[C:23]([Cl:24])[C:16]=2[Cl:15])[CH2:2][CH2:3][CH2:4][CH2:5][CH2:6][CH2:7]1.